From a dataset of Full USPTO retrosynthesis dataset with 1.9M reactions from patents (1976-2016). Predict the reactants needed to synthesize the given product. (1) Given the product [F:19][C:18]1[C:13]([C@@H:9]([NH:8][C:6]2[N:5]=[C:4]([NH:21][C:22]3[N:23]=[CH:24][N:25]([CH3:27])[CH:26]=3)[N:3]=[C:2]([N:28]3[CH2:33][CH2:32][O:31][CH2:30][CH2:29]3)[N:7]=2)[CH2:10][O:11][CH3:12])=[N:14][CH:15]=[C:16]([F:20])[CH:17]=1, predict the reactants needed to synthesize it. The reactants are: Cl[C:2]1[N:7]=[C:6]([NH:8][C@H:9]([C:13]2[C:18]([F:19])=[CH:17][C:16]([F:20])=[CH:15][N:14]=2)[CH2:10][O:11][CH3:12])[N:5]=[C:4]([NH:21][C:22]2[N:23]=[CH:24][N:25]([CH3:27])[CH:26]=2)[N:3]=1.[NH:28]1[CH2:33][CH2:32][O:31][CH2:30][CH2:29]1. (2) Given the product [CH2:2]([N:1]1[C:11]2[C:6](=[CH:7][CH:8]=[CH:9][CH:10]=2)/[C:4](=[N:21]/[NH:20][C:18]([CH:12]2[CH2:17][CH2:16][CH2:15][CH2:14][CH2:13]2)=[O:19])/[C:2]1=[O:3])[CH2:4][CH2:6][CH2:7][CH2:8][CH3:9], predict the reactants needed to synthesize it. The reactants are: [NH:1]1[C:11]2[C:6](=[CH:7][CH:8]=[CH:9][CH:10]=2)[C:4](=O)[C:2]1=[O:3].[CH:12]1([C:18]([NH:20][NH2:21])=[O:19])[CH2:17][CH2:16][CH2:15][CH2:14][CH2:13]1.